The task is: Regression. Given two drug SMILES strings and cell line genomic features, predict the synergy score measuring deviation from expected non-interaction effect.. This data is from Merck oncology drug combination screen with 23,052 pairs across 39 cell lines. (1) Drug 1: COc1cc(C2c3cc4c(cc3C(OC3OC5COC(C)OC5C(O)C3O)C3COC(=O)C23)OCO4)cc(OC)c1O. Drug 2: CC1(c2nc3c(C(N)=O)cccc3[nH]2)CCCN1. Cell line: ES2. Synergy scores: synergy=-14.6. (2) Drug 1: CCC1=CC2CN(C1)Cc1c([nH]c3ccccc13)C(C(=O)OC)(c1cc3c(cc1OC)N(C)C1C(O)(C(=O)OC)C(OC(C)=O)C4(CC)C=CCN5CCC31C54)C2. Cell line: T47D. Synergy scores: synergy=-4.31. Drug 2: O=C(CCCCCCC(=O)Nc1ccccc1)NO. (3) Drug 1: CCc1c2c(nc3ccc(O)cc13)-c1cc3c(c(=O)n1C2)COC(=O)C3(O)CC. Drug 2: CNC(=O)c1cc(Oc2ccc(NC(=O)Nc3ccc(Cl)c(C(F)(F)F)c3)cc2)ccn1. Cell line: ES2. Synergy scores: synergy=1.68. (4) Drug 1: N.N.O=C(O)C1(C(=O)O)CCC1.[Pt]. Drug 2: Cn1cc(-c2cnn3c(N)c(Br)c(C4CCCNC4)nc23)cn1. Cell line: KPL1. Synergy scores: synergy=19.4. (5) Drug 1: N.N.O=C(O)C1(C(=O)O)CCC1.[Pt]. Drug 2: N#Cc1ccc(Cn2cncc2CN2CCN(c3cccc(Cl)c3)C(=O)C2)cc1. Cell line: SW837. Synergy scores: synergy=-2.41. (6) Drug 1: C=CCn1c(=O)c2cnc(Nc3ccc(N4CCN(C)CC4)cc3)nc2n1-c1cccc(C(C)(C)O)n1. Drug 2: O=C(O)C1(Cc2cccc(Nc3nccs3)n2)CCC(Oc2cccc(Cl)c2F)CC1. Cell line: A427. Synergy scores: synergy=-4.35.